Task: Predict the product of the given reaction.. Dataset: Forward reaction prediction with 1.9M reactions from USPTO patents (1976-2016) (1) Given the reactants [CH3:1][C:2]1[CH:3]=[C:4]([C:9]2[N:10]=[C:11]([NH2:20])[S:12][C:13]=2[C:14]2[CH:19]=[CH:18][N:17]=[CH:16][CH:15]=2)[CH:5]=[C:6]([CH3:8])[CH:7]=1.[CH2:21]([N:24]=[C:25]=[O:26])[CH2:22][CH3:23].C(=O)([O-])O.[Na+], predict the reaction product. The product is: [CH3:1][C:2]1[CH:3]=[C:4]([C:9]2[N:10]=[C:11]([NH:20][C:25]([NH:24][CH2:21][CH2:22][CH3:23])=[O:26])[S:12][C:13]=2[C:14]2[CH:19]=[CH:18][N:17]=[CH:16][CH:15]=2)[CH:5]=[C:6]([CH3:8])[CH:7]=1. (2) Given the reactants [Cl:1][C:2]1[C:3]([CH:23]=[O:24])=[CH:4][N:5]([S:14]([C:17]2[CH:18]=[N:19][CH:20]=[CH:21][CH:22]=2)(=[O:16])=[O:15])[C:6]=1[C:7]1[CH:12]=[CH:11][CH:10]=[CH:9][C:8]=1[F:13].[CH3:25][OH:26].[CH3:27][NH2:28].[BH4-].[Na+].[OH2:31].[O:32]1CCCC1, predict the reaction product. The product is: [C:23]([OH:24])(=[O:32])/[CH:3]=[CH:4]/[C:25]([OH:31])=[O:26].[Cl:1][C:2]1[C:3]([CH2:23][NH:28][CH3:27])=[CH:4][N:5]([S:14]([C:17]2[CH:18]=[N:19][CH:20]=[CH:21][CH:22]=2)(=[O:16])=[O:15])[C:6]=1[C:7]1[CH:12]=[CH:11][CH:10]=[CH:9][C:8]=1[F:13].